From a dataset of Catalyst prediction with 721,799 reactions and 888 catalyst types from USPTO. Predict which catalyst facilitates the given reaction. Reactant: [Cl:1][C:2]1[CH:7]=[CH:6][C:5]([NH:8][C:9]([N:11]2[CH2:16][CH2:15][CH:14]([OH:17])[CH2:13][CH2:12]2)=[O:10])=[CH:4][CH:3]=1.[CH:18]1[CH:23]=[CH:22][C:21](P([C:18]2[CH:23]=[CH:22][CH:21]=[CH:20][CH:19]=2)[C:18]2[CH:23]=[CH:22][CH:21]=[CH:20][CH:19]=2)=[CH:20][CH:19]=1.N(C(OCC)=O)=NC(OCC)=O.C1(O)C=CC=CC=1. Product: [Cl:1][C:2]1[CH:7]=[CH:6][C:5]([NH:8][C:9]([N:11]2[CH2:12][CH2:13][CH:14]([O:17][C:18]3[CH:23]=[CH:22][CH:21]=[CH:20][CH:19]=3)[CH2:15][CH2:16]2)=[O:10])=[CH:4][CH:3]=1. The catalyst class is: 1.